This data is from Forward reaction prediction with 1.9M reactions from USPTO patents (1976-2016). The task is: Predict the product of the given reaction. (1) Given the reactants [N:1]([C:4]1[CH:8]=[CH:7][N:6]([CH2:9][CH3:10])[N:5]=1)=[N+:2]=[N-:3].[F:11][C:12]1[C:20]([C:21]([F:24])([F:23])[F:22])=[N:19][CH:18]=[CH:17][C:13]=1[C:14]([OH:16])=O, predict the reaction product. The product is: [CH2:9]([N:6]1[CH:7]=[CH:8][C:4]([N:1]2[C:13]3[CH2:12][C@H:20]([CH3:21])[N:19]([C:14]([C:13]4[CH:17]=[CH:18][N:19]=[C:20]([C:21]([F:24])([F:23])[F:22])[C:12]=4[F:11])=[O:16])[CH2:18][C:17]=3[N:3]=[N:2]2)=[N:5]1)[CH3:10]. (2) Given the reactants C(N[CH:5]([CH3:7])[CH3:6])(C)C.C([Li])CCC.CCCCCC.[CH:19]1([C:29]([O:31][CH3:32])=[O:30])[CH2:24][CH2:23][CH:22]([C:25]([O:27][CH3:28])=[O:26])[CH2:21][CH2:20]1.C(I)C=C, predict the reaction product. The product is: [CH3:32][O:31][C:29]([C:19]1([CH2:7][CH:5]=[CH2:6])[CH2:24][CH2:23][CH:22]([C:25]([O:27][CH3:28])=[O:26])[CH2:21][CH2:20]1)=[O:30]. (3) Given the reactants [O:1]=[C:2]([N:21]1[C:29]2[C:24](=[CH:25][C:26]([C:30]#[N:31])=[CH:27][CH:28]=2)[CH2:23][CH2:22]1)[CH2:3][CH2:4][N:5]1[CH2:12][CH:11]2[O:13][CH:7]([CH2:8][N:9](C(OC(C)(C)C)=O)[CH2:10]2)[CH2:6]1.[ClH:32], predict the reaction product. The product is: [ClH:32].[CH:11]12[O:13][CH:7]([CH2:8][NH:9][CH2:10]1)[CH2:6][N:5]([CH2:4][CH2:3][C:2]([N:21]1[C:29]3[C:24](=[CH:25][C:26]([C:30]#[N:31])=[CH:27][CH:28]=3)[CH2:23][CH2:22]1)=[O:1])[CH2:12]2. (4) The product is: [F:1][CH:2]([F:20])[O:3][C:4]1[CH:9]=[CH:8][C:7]([NH:10][C:11]2[CH:16]=[CH:15][C:14](/[C:17](=[N:21]\[OH:22])/[CH3:18])=[CH:13][CH:12]=2)=[CH:6][CH:5]=1. Given the reactants [F:1][CH:2]([F:20])[O:3][C:4]1[CH:9]=[CH:8][C:7]([NH:10][C:11]2[CH:16]=[CH:15][C:14]([C:17](=O)[CH3:18])=[CH:13][CH:12]=2)=[CH:6][CH:5]=1.[NH2:21][OH:22], predict the reaction product. (5) Given the reactants [Cl:1][C:2]1[CH:7]=[CH:6][CH:5]=[CH:4][C:3]=1[CH2:8][C:9](O)=O.[Cl:12][C:13]1[CH:14]=[C:15]([NH:19][C:20](=[S:23])[NH:21][NH2:22])[CH:16]=[CH:17][CH:18]=1, predict the reaction product. The product is: [Cl:1][C:2]1[CH:7]=[CH:6][CH:5]=[CH:4][C:3]=1[CH2:8][C:9]1[N:19]([C:15]2[CH:16]=[CH:17][CH:18]=[C:13]([Cl:12])[CH:14]=2)[C:20](=[S:23])[NH:21][N:22]=1. (6) Given the reactants C(OC(=O)[NH:7][C:8]1[CH:13]=[C:12]([N:14]([CH3:18])[CH2:15][CH2:16][CH3:17])[C:11]([C:19]([F:22])([F:21])[F:20])=[CH:10][C:9]=1[NH2:23])(C)(C)C.C(O[C:30](=[O:53])[CH2:31][C:32](=O)[C:33]1[CH:38]=[CH:37][CH:36]=[C:35]([C:39]2[S:40][C:41]([CH2:44][O:45]C3CCCCO3)=[N:42][N:43]=2)[CH:34]=1)(C)(C)C.C(O)(C(F)(F)F)=O, predict the reaction product. The product is: [OH:45][CH2:44][C:41]1[S:40][C:39]([C:35]2[CH:34]=[C:33]([C:32]3[CH2:31][C:30](=[O:53])[NH:23][C:9]4[CH:10]=[C:11]([C:19]([F:20])([F:21])[F:22])[C:12]([N:14]([CH3:18])[CH2:15][CH2:16][CH3:17])=[CH:13][C:8]=4[N:7]=3)[CH:38]=[CH:37][CH:36]=2)=[N:43][N:42]=1. (7) Given the reactants [C:1]([O:8]C)(=O)[CH2:2][C:3](OC)=[O:4].[F:10][C:11]1[CH:17]=[CH:16][C:14]([NH2:15])=[CH:13][CH:12]=1, predict the reaction product. The product is: [F:10][C:11]1[CH:17]=[CH:16][C:14]([NH:15][C:1](=[O:8])[CH2:2][C:3]([NH:15][C:14]2[CH:16]=[CH:17][C:11]([F:10])=[CH:12][CH:13]=2)=[O:4])=[CH:13][CH:12]=1.